Dataset: Peptide-MHC class I binding affinity with 185,985 pairs from IEDB/IMGT. Task: Regression. Given a peptide amino acid sequence and an MHC pseudo amino acid sequence, predict their binding affinity value. This is MHC class I binding data. (1) The peptide sequence is RDYRTISPR. The MHC is HLA-B58:01 with pseudo-sequence HLA-B58:01. The binding affinity (normalized) is 0.0847. (2) The peptide sequence is VMNSNTLLSAW. The MHC is HLA-B35:01 with pseudo-sequence HLA-B35:01. The binding affinity (normalized) is 0. (3) The peptide sequence is TAVDFGNSY. The MHC is HLA-A26:01 with pseudo-sequence HLA-A26:01. The binding affinity (normalized) is 0.810. (4) The binding affinity (normalized) is 0.0847. The peptide sequence is YDRLASTVI. The MHC is HLA-B46:01 with pseudo-sequence HLA-B46:01. (5) The peptide sequence is NMNYSDDYMM. The MHC is HLA-A02:01 with pseudo-sequence HLA-A02:01. The binding affinity (normalized) is 0.272. (6) The peptide sequence is VPSLQYLAL. The MHC is HLA-B53:01 with pseudo-sequence HLA-B53:01. The binding affinity (normalized) is 0.557. (7) The peptide sequence is GLEAYIQGI. The MHC is HLA-A29:02 with pseudo-sequence HLA-A29:02. The binding affinity (normalized) is 0.0847.